From a dataset of Catalyst prediction with 721,799 reactions and 888 catalyst types from USPTO. Predict which catalyst facilitates the given reaction. (1) Reactant: [Li]CCCC.Br[C:7]1[CH:8]=[N:9][C:10]([C:13]2[CH:18]=[CH:17][C:16]([O:19][C:20]([F:23])([F:22])[F:21])=[CH:15][CH:14]=2)=[N:11][CH:12]=1.CN([CH:27]=[O:28])C. The catalyst class is: 1. Product: [F:21][C:20]([F:23])([F:22])[O:19][C:16]1[CH:17]=[CH:18][C:13]([C:10]2[N:9]=[CH:8][C:7]([CH:27]=[O:28])=[CH:12][N:11]=2)=[CH:14][CH:15]=1. (2) Reactant: [CH2:1]([C:3]1[CH:60]=[CH:59][C:6]([CH2:7][C:8]2[C:9]([Cl:58])=[C:10]([O:54][CH2:55][CH2:56]Cl)[C:11](Br)=[C:12]([CH:14]3[C@H:19]([O:20]CC4C=CC=CC=4)[C@@H:18]([O:28][CH2:29]C4C=CC=CC=4)[C@H:17]([O:36][CH2:37][C:38]4[CH:43]=[CH:42][CH:41]=[CH:40][CH:39]=4)[C@@H:16]([CH2:44][O:45][CH2:46]C4C=CC=CC=4)[O:15]3)[CH:13]=2)=[CH:5][CH:4]=1)[CH3:2].[CH2:61]([Li])[CH2:62][CH2:63][CH3:64]. Product: [CH2:61]([O:20][C@@H:19]1[C@@H:18]([O:28][CH2:29][C:8]2[CH:9]=[CH:10][CH:11]=[CH:12][CH:13]=2)[C@H:17]([O:36][CH2:37][C:38]2[CH:43]=[CH:42][CH:41]=[CH:40][CH:39]=2)[C@@H:16]([CH2:44][O:45][CH2:46][C:60]2[CH:3]=[CH:4][CH:5]=[CH:6][CH:59]=2)[O:15][CH:14]1[C:12]1[C:11]2[CH2:56][CH2:55][O:54][C:10]=2[C:9]([Cl:58])=[C:8]([CH2:7][C:6]2[CH:5]=[CH:4][C:3]([CH2:1][CH3:2])=[CH:60][CH:59]=2)[CH:13]=1)[C:62]1[CH:17]=[CH:16][CH:44]=[CH:64][CH:63]=1. The catalyst class is: 1. (3) Reactant: [OH:1][C:2]1[CH:29]=[CH:28][C:27]([O:30][CH2:31][CH2:32][N:33]2[CH2:38][CH2:37][N:36]([CH3:39])[CH2:35][CH2:34]2)=[CH:26][C:3]=1[C:4]([NH:6][C:7]1[CH:19]=[C:18]([C:20]2[CH:25]=[CH:24][CH:23]=[CH:22][CH:21]=2)[CH:17]=[CH:16][C:8]=1[C:9]([O:11]C(C)(C)C)=[O:10])=[O:5]. Product: [OH:1][C:2]1[CH:29]=[CH:28][C:27]([O:30][CH2:31][CH2:32][N:33]2[CH2:38][CH2:37][N:36]([CH3:39])[CH2:35][CH2:34]2)=[CH:26][C:3]=1[C:4]([NH:6][C:7]1[CH:19]=[C:18]([C:20]2[CH:21]=[CH:22][CH:23]=[CH:24][CH:25]=2)[CH:17]=[CH:16][C:8]=1[C:9]([OH:11])=[O:10])=[O:5]. The catalyst class is: 55. (4) Reactant: CCN=C=NCCCN(C)C.[F:12][C:13]1[CH:21]=[CH:20][C:16]([C:17]([OH:19])=O)=[CH:15][CH:14]=1.C1C=CC2N(O)N=NC=2C=1.[NH2:32][C:33]1[C:34](=[O:39])[NH:35][CH:36]=[CH:37][CH:38]=1.CCN(CC)CC. Product: [F:12][C:13]1[CH:14]=[CH:15][C:16]([C:17]([NH:32][C:33]2[C:34](=[O:39])[NH:35][CH:36]=[CH:37][CH:38]=2)=[O:19])=[CH:20][CH:21]=1. The catalyst class is: 31.